Dataset: Retrosynthesis with 50K atom-mapped reactions and 10 reaction types from USPTO. Task: Predict the reactants needed to synthesize the given product. (1) Given the product CNCCOc1ccc(C2=C(c3ccccc3)CCCc3cc(OC4CCCCO4)ccc32)cc1, predict the reactants needed to synthesize it. The reactants are: CN.ICCOc1ccc(C2=C(c3ccccc3)CCCc3cc(OC4CCCCO4)ccc32)cc1. (2) Given the product CC(C)c1onc(COc2c(Cl)cc(F)cc2Cl)c1COc1ccc2c(ccn2Cc2cccc(C(=O)O)c2)c1, predict the reactants needed to synthesize it. The reactants are: COC(=O)c1cccc(Cn2ccc3cc(OCc4c(COc5c(Cl)cc(F)cc5Cl)noc4C(C)C)ccc32)c1. (3) Given the product CCOC(=O)c1cnc(Nc2cccc(Cl)c2)c2ccn(CC)c12, predict the reactants needed to synthesize it. The reactants are: CCOC(=O)c1cnc(Cl)c2ccn(CC)c12.Nc1cccc(Cl)c1. (4) Given the product O=[N+]([O-])c1ccccc1CN1CCCC1, predict the reactants needed to synthesize it. The reactants are: C1CCNC1.O=[N+]([O-])c1ccccc1CBr. (5) Given the product C=CCNC(=O)c1ccccc1, predict the reactants needed to synthesize it. The reactants are: C=CCN.O=C(Cl)c1ccccc1. (6) Given the product CC(C)(C)OC(=O)N[C@@H](CC(=O)O)C(=O)O, predict the reactants needed to synthesize it. The reactants are: CC(C)(C)OC(=O)N[C@@H](CC(=O)O)C(=O)OCc1ccccc1.